From a dataset of Full USPTO retrosynthesis dataset with 1.9M reactions from patents (1976-2016). Predict the reactants needed to synthesize the given product. (1) Given the product [CH2:1]([NH:3][C:4]([NH:6][C:7]1[S:8][C:9]2[C:15]([C:16]3[CH:21]=[CH:20][CH:19]=[CH:18][N:17]=3)=[CH:14][C:13]([C:22]3[S:26][N:25]=[C:24]([N:27]4[CH2:28][CH2:29][C:30]([CH3:38])([C:33]([OH:35])=[O:34])[CH2:31][CH2:32]4)[N:23]=3)=[CH:12][C:10]=2[N:11]=1)=[O:5])[CH3:2], predict the reactants needed to synthesize it. The reactants are: [CH2:1]([NH:3][C:4]([NH:6][C:7]1[S:8][C:9]2[C:15]([C:16]3[CH:21]=[CH:20][CH:19]=[CH:18][N:17]=3)=[CH:14][C:13]([C:22]3[S:26][N:25]=[C:24]([N:27]4[CH2:32][CH2:31][C:30]([CH3:38])([C:33]([O:35]CC)=[O:34])[CH2:29][CH2:28]4)[N:23]=3)=[CH:12][C:10]=2[N:11]=1)=[O:5])[CH3:2].[OH-].[Na+]. (2) The reactants are: C([Si](C)(C)[O:6][CH2:7][C:8]([CH3:26])([O:10][C:11]1[CH:16]=[CH:15][C:14]([B:17]2[O:21]C(C)(C)C(C)(C)[O:18]2)=[CH:13][CH:12]=1)[CH3:9])(C)(C)C.[O:29]1CC[CH2:31][CH2:30]1.O. Given the product [C:30]([O:6][CH2:7][C:8]([CH3:9])([CH3:26])[O:10][C:11]1[CH:12]=[CH:13][C:14]([B:17]([OH:18])[OH:21])=[CH:15][CH:16]=1)(=[O:29])[CH3:31], predict the reactants needed to synthesize it. (3) Given the product [Cl:30][C:24]1[CH:25]=[CH:26][C:27]([Cl:29])=[CH:28][C:23]=1[C:16]1[CH:17]=[CH:18][CH:19]=[C:20]2[C:15]=1[O:14][C@@H:13]([CH2:12][NH:32][CH3:31])[CH2:22][CH2:21]2, predict the reactants needed to synthesize it. The reactants are: CC1C=CC(S(O[CH2:12][C@H:13]2[CH2:22][CH2:21][C:20]3[C:15](=[C:16]([C:23]4[CH:28]=[C:27]([Cl:29])[CH:26]=[CH:25][C:24]=4[Cl:30])[CH:17]=[CH:18][CH:19]=3)[O:14]2)(=O)=O)=CC=1.[CH3:31][NH2:32]. (4) Given the product [CH2:14]([O:16][C:17](=[O:27])[CH:18]=[CH:19][C:20]1[CH:25]=[CH:24][C:23]([C:13]#[C:12][C:7]2[CH:6]=[C:5]([C:1]([CH3:4])([CH3:3])[CH3:2])[CH:10]=[CH:9][C:8]=2[CH3:11])=[CH:22][CH:21]=1)[CH3:15], predict the reactants needed to synthesize it. The reactants are: [C:1]([C:5]1[CH:10]=[CH:9][C:8]([CH3:11])=[C:7]([C:12]#[CH:13])[CH:6]=1)([CH3:4])([CH3:3])[CH3:2].[CH2:14]([O:16][C:17](=[O:27])[CH:18]=[CH:19][C:20]1[CH:25]=[CH:24][C:23](I)=[CH:22][CH:21]=1)[CH3:15].C(N(CC)CC)C.C(OCC)(=O)C. (5) Given the product [Cl:18][C:15]1[CH:16]=[CH:17][C:2]([NH:1][C:24](=[O:25])[C:23]2[CH:27]=[CH:28][C:20]([F:19])=[CH:21][CH:22]=2)=[C:3]([CH:14]=1)[C:4]([NH:6][C:7]1[CH:12]=[CH:11][C:10]([Cl:13])=[CH:9][N:8]=1)=[O:5], predict the reactants needed to synthesize it. The reactants are: [NH2:1][C:2]1[CH:17]=[CH:16][C:15]([Cl:18])=[CH:14][C:3]=1[C:4]([NH:6][C:7]1[CH:12]=[CH:11][C:10]([Cl:13])=[CH:9][N:8]=1)=[O:5].[F:19][C:20]1[CH:28]=[CH:27][C:23]([C:24](Cl)=[O:25])=[CH:22][CH:21]=1.O. (6) Given the product [F:16][C:13]([F:14])([F:15])[CH2:12][O:11][C:8]1[N:7]=[CH:6][C:5]([C:4](=[O:17])[CH2:19][CH3:20])=[CH:10][CH:9]=1, predict the reactants needed to synthesize it. The reactants are: CON(C)[C:4](=[O:17])[C:5]1[CH:10]=[CH:9][C:8]([O:11][CH2:12][C:13]([F:16])([F:15])[F:14])=[N:7][CH:6]=1.[CH2:19]([Mg]Br)[CH3:20]. (7) Given the product [F:29][C:20]1[CH:19]=[CH:18][C:16]2[CH2:17][CH:13]([CH2:12][NH:31][CH3:30])[O:14][C:15]=2[C:21]=1[C:22]1[CH:27]=[CH:26][CH:25]=[CH:24][C:23]=1[Cl:28], predict the reactants needed to synthesize it. The reactants are: CC1C=CC(S(O[CH2:12][CH:13]2[CH2:17][C:16]3[CH:18]=[CH:19][C:20]([F:29])=[C:21]([C:22]4[CH:27]=[CH:26][CH:25]=[CH:24][C:23]=4[Cl:28])[C:15]=3[O:14]2)(=O)=O)=CC=1.[CH3:30][NH2:31].